Dataset: NCI-60 drug combinations with 297,098 pairs across 59 cell lines. Task: Regression. Given two drug SMILES strings and cell line genomic features, predict the synergy score measuring deviation from expected non-interaction effect. Drug 1: CCC1=CC2CC(C3=C(CN(C2)C1)C4=CC=CC=C4N3)(C5=C(C=C6C(=C5)C78CCN9C7C(C=CC9)(C(C(C8N6C)(C(=O)OC)O)OC(=O)C)CC)OC)C(=O)OC.C(C(C(=O)O)O)(C(=O)O)O. Drug 2: C(CC(=O)O)C(=O)CN.Cl. Cell line: IGROV1. Synergy scores: CSS=45.4, Synergy_ZIP=-1.44, Synergy_Bliss=2.89, Synergy_Loewe=-20.9, Synergy_HSA=4.00.